From a dataset of Forward reaction prediction with 1.9M reactions from USPTO patents (1976-2016). Predict the product of the given reaction. (1) Given the reactants Br[CH2:2][C:3]([C:5]1[CH:10]=[CH:9][CH:8]=[C:7]([O:11][C:12]([F:15])([F:14])[F:13])[CH:6]=1)=O.[C:16]([NH:19][C:20]([NH2:22])=[NH:21])(=[O:18])[CH3:17], predict the reaction product. The product is: [F:13][C:12]([F:15])([F:14])[O:11][C:7]1[CH:6]=[C:5]([C:3]2[N:21]=[C:20]([NH:19][C:16](=[O:18])[CH3:17])[NH:22][CH:2]=2)[CH:10]=[CH:9][CH:8]=1. (2) Given the reactants [N:1]12[CH2:9][CH2:8][CH:5]([CH2:6][CH2:7]1)[N:4]([C:10]1[CH:15]=[CH:14][C:13]([NH2:16])=[CH:12][CH:11]=1)[CH2:3][CH2:2]2.[C:17]([C:19]1[CH:20]=[C:21]([CH:25]=[CH:26][CH:27]=1)[C:22]([Cl:24])=[O:23])#[N:18], predict the reaction product. The product is: [ClH:24].[N:1]12[CH2:9][CH2:8][CH:5]([CH2:6][CH2:7]1)[N:4]([C:10]1[CH:15]=[CH:14][C:13]([NH:16][C:22](=[O:23])[C:21]3[CH:25]=[CH:26][CH:27]=[C:19]([C:17]#[N:18])[CH:20]=3)=[CH:12][CH:11]=1)[CH2:3][CH2:2]2. (3) Given the reactants [CH2:1]([O:3][C:4]([C:6]1[C:7](=[O:30])[NH:8][C:9]2[C:14]([C:15]=1[N:16]1[CH2:21][CH2:20][N:19]([C:22]([C:24]3[S:25][CH:26]=[CH:27][CH:28]=3)=[O:23])[CH2:18][CH2:17]1)=[CH:13][C:12]([F:29])=[CH:11][N:10]=2)=[O:5])[CH3:2].Br[CH2:32][C:33]([C:35]1[CH:40]=[CH:39][CH:38]=[CH:37][CH:36]=1)=[O:34], predict the reaction product. The product is: [CH2:1]([O:3][C:4]([C:6]1[C:7](=[O:30])[N:8]([CH2:32][C:33](=[O:34])[C:35]2[CH:40]=[CH:39][CH:38]=[CH:37][CH:36]=2)[C:9]2[C:14]([C:15]=1[N:16]1[CH2:21][CH2:20][N:19]([C:22]([C:24]3[S:25][CH:26]=[CH:27][CH:28]=3)=[O:23])[CH2:18][CH2:17]1)=[CH:13][C:12]([F:29])=[CH:11][N:10]=2)=[O:5])[CH3:2]. (4) Given the reactants Cl.[Cl:2][CH2:3]/[CH:4]=[CH:5]\[CH2:6][NH2:7].C(N(CC)C(C)C)(C)C.[C:17](O[C:17]([O:19][C:20]([CH3:23])([CH3:22])[CH3:21])=[O:18])([O:19][C:20]([CH3:23])([CH3:22])[CH3:21])=[O:18].C(=O)(O)[O-].[Na+], predict the reaction product. The product is: [C:20]([O:19][C:17](=[O:18])[NH:7][CH2:6]/[CH:5]=[CH:4]\[CH2:3][Cl:2])([CH3:23])([CH3:22])[CH3:21]. (5) Given the reactants Br[C:2]1[CH:7]=[CH:6][CH:5]=[CH:4][N:3]=1.Br[C:9]([F:16])([F:15])[C:10]([O:12][CH2:13][CH3:14])=[O:11].O, predict the reaction product. The product is: [F:15][C:9]([F:16])([C:2]1[CH:7]=[CH:6][CH:5]=[CH:4][N:3]=1)[C:10]([O:12][CH2:13][CH3:14])=[O:11]. (6) Given the reactants [CH2:1]([N:3]1[CH2:8][CH2:7][N:6]([C:9]2[CH:14]=[CH:13][C:12]([N+:15]([O-])=O)=[CH:11][C:10]=2[F:18])[CH2:5][CH2:4]1)[CH3:2], predict the reaction product. The product is: [CH2:1]([N:3]1[CH2:4][CH2:5][N:6]([C:9]2[CH:14]=[CH:13][C:12]([NH2:15])=[CH:11][C:10]=2[F:18])[CH2:7][CH2:8]1)[CH3:2]. (7) Given the reactants [F:1][C:2]1[C:7]([NH2:8])=[CH:6][C:5]([F:9])=[CH:4][C:3]=1[NH2:10].N1C=CC=CC=1.[CH2:17]([S:20](Cl)(=[O:22])=[O:21])[CH2:18][CH3:19].C([O-])(O)=O.[Na+], predict the reaction product. The product is: [NH2:10][C:3]1[C:2]([F:1])=[C:7]([NH:8][S:20]([CH2:17][CH2:18][CH3:19])(=[O:22])=[O:21])[CH:6]=[C:5]([F:9])[CH:4]=1. (8) Given the reactants [NH2:1][C:2]([C:4]1[CH:13]=[CH:12][CH:11]=[C:10]([N+:14]([O-:16])=[O:15])[C:5]=1[C:6]([O:8][CH3:9])=[O:7])=O.C(Cl)(=O)C(Cl)=O.O, predict the reaction product. The product is: [C:2]([C:4]1[CH:13]=[CH:12][CH:11]=[C:10]([N+:14]([O-:16])=[O:15])[C:5]=1[C:6]([O:8][CH3:9])=[O:7])#[N:1]. (9) Given the reactants Br[C:2]1[CH:3]=[C:4]2[CH2:27][C:9]3([C:17]4[C:12](=[N:13][CH:14]=[CH:15][CH:16]=4)[N:11]([CH2:18][O:19][CH2:20][CH2:21][Si:22]([CH3:25])([CH3:24])[CH3:23])[C:10]3=[O:26])[CH2:8][C:5]2=[N:6][CH:7]=1.[CH2:28](Cl)Cl.[C:31]([O-:34])(=[O:33])C.[Na+].[C]=O, predict the reaction product. The product is: [O:26]=[C:10]1[N:11]([CH2:18][O:19][CH2:20][CH2:21][Si:22]([CH3:25])([CH3:24])[CH3:23])[C:12]2=[N:13][CH:14]=[CH:15][CH:16]=[C:17]2[C@@:9]21[CH2:8][C:5]1=[N:6][CH:7]=[C:2]([C:31]([O:34][CH3:28])=[O:33])[CH:3]=[C:4]1[CH2:27]2. (10) The product is: [CH3:2][N:3]([CH3:36])[S:4]([N:7]1[CH2:8][CH2:9][N:10]([CH2:13][C:14]2[S:18][C:17]([NH:19][C:20]([N:22]([CH:23]3[CH2:28][CH2:27][N:26]([C:42](=[O:43])[C:41]4[CH:45]=[CH:46][C:38]([F:37])=[CH:39][CH:40]=4)[CH2:25][CH2:24]3)[CH:29]3[CH2:30][CH2:31][CH:32]([CH3:35])[CH2:33][CH2:34]3)=[O:21])=[N:16][CH:15]=2)[CH2:11][CH2:12]1)(=[O:5])=[O:6]. Given the reactants Cl.[CH3:2][N:3]([CH3:36])[S:4]([N:7]1[CH2:12][CH2:11][N:10]([CH2:13][C:14]2[S:18][C:17]([NH:19][C:20]([N:22]([CH:29]3[CH2:34][CH2:33][CH:32]([CH3:35])[CH2:31][CH2:30]3)[CH:23]3[CH2:28][CH2:27][NH:26][CH2:25][CH2:24]3)=[O:21])=[N:16][CH:15]=2)[CH2:9][CH2:8]1)(=[O:6])=[O:5].[F:37][C:38]1[CH:46]=[CH:45][C:41]([C:42](Cl)=[O:43])=[CH:40][CH:39]=1, predict the reaction product.